From a dataset of Forward reaction prediction with 1.9M reactions from USPTO patents (1976-2016). Predict the product of the given reaction. (1) Given the reactants [C:1]([O:5][C:6](=[O:15])[NH:7][CH:8]1[CH2:11][C:10](=[O:12])[C:9]1([CH3:14])[CH3:13])([CH3:4])([CH3:3])[CH3:2].[BH4-].[Na+], predict the reaction product. The product is: [C:1]([O:5][C:6](=[O:15])[NH:7][CH:8]1[CH2:11][CH:10]([OH:12])[C:9]1([CH3:14])[CH3:13])([CH3:4])([CH3:2])[CH3:3]. (2) Given the reactants Br[C:2]1[CH:3]=[C:4]([Cl:13])[C:5]2[O:10][CH2:9][C:8](=[O:11])[NH:7][C:6]=2[CH:12]=1.[B:14]1([B:14]2[O:18][C:17]([CH3:20])([CH3:19])[C:16]([CH3:22])([CH3:21])[O:15]2)[O:18][C:17]([CH3:20])([CH3:19])[C:16]([CH3:22])([CH3:21])[O:15]1.C([O-])(=O)C.[K+].CCOC(C)=O, predict the reaction product. The product is: [Cl:13][C:4]1[C:5]2[O:10][CH2:9][C:8](=[O:11])[NH:7][C:6]=2[CH:12]=[C:2]([B:14]2[O:18][C:17]([CH3:20])([CH3:19])[C:16]([CH3:22])([CH3:21])[O:15]2)[CH:3]=1. (3) Given the reactants [H-].[Na+].[CH3:3][N:4]([CH3:34])[C:5]1[CH:6]=[C:7]2[C:12](=[CH:13][C:14]=1[CH:15]=[CH2:16])[CH:11]=[C:10]([C@@:17]1([OH:33])[CH2:21][N:20]([C:22]([O:24][C:25]([CH3:28])([CH3:27])[CH3:26])=[O:23])[C@H:19]([C:29]([O:31][CH3:32])=[O:30])[CH2:18]1)[CH:9]=[CH:8]2.[CH3:35]I, predict the reaction product. The product is: [CH3:34][N:4]([CH3:3])[C:5]1[CH:6]=[C:7]2[C:12](=[CH:13][C:14]=1[CH:15]=[CH2:16])[CH:11]=[C:10]([C@@:17]1([O:33][CH3:35])[CH2:21][N:20]([C:22]([O:24][C:25]([CH3:27])([CH3:28])[CH3:26])=[O:23])[C@H:19]([C:29]([O:31][CH3:32])=[O:30])[CH2:18]1)[CH:9]=[CH:8]2.